From a dataset of Reaction yield outcomes from USPTO patents with 853,638 reactions. Predict the reaction yield, written as a fraction of the theoretical maximum amount of product (1.0 means a 100% yield; for example, 0.34 means a 34% yield). (1) The reactants are C([NH:4][C:5]1[CH:10]=[C:9]([C:11]2[CH:16]=[CH:15][C:14]([Cl:17])=[C:13]([O:18][CH3:19])[C:12]=2[F:20])[N:8]=[C:7]([C:21]([O:23][CH3:24])=[O:22])[C:6]=1[O:25][CH3:26])(=O)C.C(Cl)(=O)C. The catalyst is CO. The product is [NH2:4][C:5]1[CH:10]=[C:9]([C:11]2[CH:16]=[CH:15][C:14]([Cl:17])=[C:13]([O:18][CH3:19])[C:12]=2[F:20])[N:8]=[C:7]([C:21]([O:23][CH3:24])=[O:22])[C:6]=1[O:25][CH3:26]. The yield is 0.160. (2) The reactants are CC1C=CC(S(O[CH2:12][CH2:13][CH:14]([NH:20][C:21]([O:23][C:24]([CH3:27])([CH3:26])[CH3:25])=[O:22])[C:15]2[CH:19]=[CH:18][S:17][CH:16]=2)(=O)=O)=CC=1.[C-]#[N:29].[Na+].[Na+].[Cl-]. The catalyst is CS(C)=O. The product is [C:12]([CH2:13][CH:14]([NH:20][C:21](=[O:22])[O:23][C:24]([CH3:27])([CH3:26])[CH3:25])[C:15]1[CH:19]=[CH:18][S:17][CH:16]=1)#[N:29]. The yield is 0.250. (3) The reactants are [CH3:1][N:2]1[CH:6]=[C:5]([C:7]([OH:9])=O)[N:4]=[N:3]1.CN(C)C=O.C(Cl)(=O)C(Cl)=O.[NH2:21][C:22]1[CH:23]=[C:24]([CH:41]=[CH:42][CH:43]=1)[O:25][C:26]1[CH:27]=[CH:28][C:29]2[N:30]([CH:32]=[C:33]([NH:35][C:36]([CH:38]3[CH2:40][CH2:39]3)=[O:37])[N:34]=2)[N:31]=1. The catalyst is CN(C)C(=O)C.O1CCCC1. The product is [CH:38]1([C:36]([NH:35][C:33]2[N:34]=[C:29]3[CH:28]=[CH:27][C:26]([O:25][C:24]4[CH:23]=[C:22]([NH:21][C:7]([C:5]5[N:4]=[N:3][N:2]([CH3:1])[CH:6]=5)=[O:9])[CH:43]=[CH:42][CH:41]=4)=[N:31][N:30]3[CH:32]=2)=[O:37])[CH2:39][CH2:40]1. The yield is 0.700. (4) The reactants are [OH:1][NH:2][C:3](=[NH:10])[C:4]1[CH:9]=[CH:8][CH:7]=[CH:6][CH:5]=1.CCN(C(C)C)C(C)C.Cl[CH2:21][C:22](Cl)=O.C([O-])([O-])=O.[K+].[K+].[SH:31][C:32]1[N:39]=[C:38]([CH3:40])[C:37]([CH3:41])=[C:36]([CH3:42])[C:33]=1[C:34]#[N:35]. The catalyst is C(Cl)Cl.O.CN(C=O)C.C1(C)C=CC=CC=1. The product is [CH3:42][C:36]1[C:37]([CH3:41])=[C:38]([CH3:40])[N:39]=[C:32]2[S:31][C:22]([C:21]3[O:1][N:2]=[C:3]([C:4]4[CH:9]=[CH:8][CH:7]=[CH:6][CH:5]=4)[N:10]=3)=[C:34]([NH2:35])[C:33]=12. The yield is 0.210.